Dataset: Forward reaction prediction with 1.9M reactions from USPTO patents (1976-2016). Task: Predict the product of the given reaction. (1) Given the reactants [C:1]([O:4][CH2:5][C:6]1[CH:11]=[C:10]([O:12]CC2C=CC=CC=2)[C:9]([S:20][C:21]([CH3:24])([CH3:23])[CH3:22])=[CH:8][N:7]=1)(=[O:3])[CH3:2], predict the reaction product. The product is: [C:1]([O:4][CH2:5][C:6]1[NH:7][CH:8]=[C:9]([S:20][C:21]([CH3:24])([CH3:23])[CH3:22])[C:10](=[O:12])[CH:11]=1)(=[O:3])[CH3:2]. (2) Given the reactants [OH:1][C:2]1[C:3]([C:8]([OH:10])=O)=[N:4][CH:5]=[CH:6][CH:7]=1.C(N(C(C)C)CC)(C)C.CN(C)CCCN=C=NCC.ON1C2C=CC=CC=2N=N1.Cl.[C:42]([O:46][C:47](=[O:50])[CH2:48][NH2:49])([CH3:45])([CH3:44])[CH3:43], predict the reaction product. The product is: [C:42]([O:46][C:47](=[O:50])[CH2:48][NH:49][C:8]([C:3]1[C:2]([OH:1])=[CH:7][CH:6]=[CH:5][N:4]=1)=[O:10])([CH3:45])([CH3:44])[CH3:43]. (3) The product is: [Si:26]([O:12][CH2:10][C@H:9]1[C@H:13]([C:14]2[CH:15]=[CH:16][C:17]([O:20][CH2:22][CH2:23][CH2:24][O:25][Si:26]([C:29]([CH3:32])([CH3:31])[CH3:30])([CH3:28])[CH3:27])=[CH:18][CH:19]=2)[O:7][C:6](=[O:5])[NH:8]1)([C:29]([CH3:32])([CH3:31])[CH3:30])([CH3:28])[CH3:27]. Given the reactants C([O:5][C:6]([NH:8][CH:9]([CH2:13][C:14]1[CH:19]=[CH:18][C:17]([OH:20])=[CH:16][CH:15]=1)[C:10]([O-:12])=O)=[O:7])(C)(C)C.Br[CH2:22][CH2:23][CH2:24][O:25][Si:26]([C:29]([CH3:32])([CH3:31])[CH3:30])([CH3:28])[CH3:27], predict the reaction product. (4) Given the reactants [Cl:1][C:2]1[CH:3]=[CH:4][C:5]([C:25]#[N:26])=[C:6]([C:8]2[C:13]([O:14][CH3:15])=[CH:12][N:11]([CH2:16][C:17]([O:19][C:20]([CH3:23])([CH3:22])[CH3:21])=[O:18])[C:10](=[O:24])[CH:9]=2)[CH:7]=1.FC(F)(F)S(O[CH2:33][C@H:34]1[CH2:39][CH2:38][C@H:37]([O:40][Si:41]([C:44]([CH3:47])([CH3:46])[CH3:45])([CH3:43])[CH3:42])[CH2:36][CH2:35]1)(=O)=O, predict the reaction product. The product is: [Si:41]([O:40][C@H:37]1[CH2:36][CH2:35][C@H:34]([CH2:33][CH:16]([N:11]2[CH:12]=[C:13]([O:14][CH3:15])[C:8]([C:6]3[CH:7]=[C:2]([Cl:1])[CH:3]=[CH:4][C:5]=3[C:25]#[N:26])=[CH:9][C:10]2=[O:24])[C:17]([O:19][C:20]([CH3:21])([CH3:22])[CH3:23])=[O:18])[CH2:39][CH2:38]1)([C:44]([CH3:47])([CH3:46])[CH3:45])([CH3:43])[CH3:42]. (5) Given the reactants [NH2:1][C:2]1[N:7]=[C:6]([NH:8][C:9]2[CH:14]=[CH:13][CH:12]=[CH:11][CH:10]=2)[N:5]=[C:4]([C:15]#[N:16])[N:3]=1.Br[CH2:18][CH2:19][O:20][CH3:21].C(=O)([O-])[O-].[K+].[K+], predict the reaction product. The product is: [NH2:1][C:2]1[N:7]=[C:6]([N:8]([CH2:18][CH2:19][O:20][CH3:21])[C:9]2[CH:14]=[CH:13][CH:12]=[CH:11][CH:10]=2)[N:5]=[C:4]([C:15]#[N:16])[N:3]=1. (6) Given the reactants C(OC([NH:8][CH2:9][C:10]([O:12][CH2:13][CH2:14][O:15][C:16]1[CH:17]=[N:18][C:19]([N:22]2[CH:26]=[CH:25][C:24]([C@H:27]([C:29]3[CH:38]=[CH:37][C:32]4[NH:33][C:34](=[O:36])[S:35][C:31]=4[CH:30]=3)[CH3:28])=[N:23]2)=[CH:20][CH:21]=1)=[O:11])=O)(C)(C)C.[ClH:39], predict the reaction product. The product is: [ClH:39].[NH2:8][CH2:9][C:10]([O:12][CH2:13][CH2:14][O:15][C:16]1[CH:17]=[N:18][C:19]([N:22]2[CH:26]=[CH:25][C:24]([C@H:27]([C:29]3[CH:38]=[CH:37][C:32]4[NH:33][C:34](=[O:36])[S:35][C:31]=4[CH:30]=3)[CH3:28])=[N:23]2)=[CH:20][CH:21]=1)=[O:11]. (7) Given the reactants Br[C:2]1[C:18]([F:19])=[CH:17][C:5]2[O:6][CH2:7][CH2:8][C:9]3[S:13][C:12]([C:14]([NH2:16])=[O:15])=[N:11][C:10]=3[C:4]=2[CH:3]=1.[CH3:20][N:21]1[CH:25]=[C:24]([C:26]([OH:30])([C:28]#[CH:29])[CH3:27])[N:23]=[CH:22]1, predict the reaction product. The product is: [F:19][C:18]1[C:2]([C:29]#[C:28][C:26]([OH:30])([C:24]2[N:23]=[CH:22][N:21]([CH3:20])[CH:25]=2)[CH3:27])=[CH:3][C:4]2[C:10]3[N:11]=[C:12]([C:14]([NH2:16])=[O:15])[S:13][C:9]=3[CH2:8][CH2:7][O:6][C:5]=2[CH:17]=1. (8) Given the reactants Cl.[NH2:2][C@@H:3]1[CH2:7][C@H:6]([CH2:8][OH:9])[CH:5]=[CH:4]1.C(N(CC)CC)C.[Cl:17][C:18]1[C:23]([CH2:24][CH:25](OCC)OCC)=[C:22](Cl)[N:21]=[CH:20][N:19]=1.[OH-].[Na+], predict the reaction product. The product is: [Cl:17][C:18]1[C:23]2[CH:24]=[CH:25][N:2]([CH:3]3[CH2:7][CH:6]([CH2:8][OH:9])[CH:5]=[CH:4]3)[C:22]=2[N:21]=[CH:20][N:19]=1. (9) Given the reactants [C:1]([C:4]1[CH:9]=[C:8]([N:10]2[CH2:15][CH2:14][O:13][CH2:12][CH2:11]2)[CH:7]=[CH:6][C:5]=1[NH:16][C:17](=O)[C:18]1[CH:23]=[CH:22][CH:21]=[CH:20][C:19]=1[O:24][CH2:25][C:26]1[CH:31]=[CH:30][CH:29]=[CH:28][CH:27]=1)(=[O:3])[CH3:2].[OH-].[Na+], predict the reaction product. The product is: [CH2:25]([O:24][C:19]1[CH:20]=[CH:21][CH:22]=[CH:23][C:18]=1[C:17]1[CH2:2][C:1](=[O:3])[C:4]2[C:5](=[CH:6][CH:7]=[C:8]([N:10]3[CH2:15][CH2:14][O:13][CH2:12][CH2:11]3)[CH:9]=2)[N:16]=1)[C:26]1[CH:31]=[CH:30][CH:29]=[CH:28][CH:27]=1. (10) Given the reactants [OH:1][C:2]1([C:9]([O:11][CH2:12][CH3:13])=[O:10])[CH2:8][CH2:7][CH2:6][CH2:5][CH2:4][CH2:3]1.[Br:14][C:15]1[C:20]([Cl:21])=[CH:19][C:18]([CH2:22][C:23](O)=[O:24])=[C:17]([CH3:26])[CH:16]=1, predict the reaction product. The product is: [Br:14][C:15]1[C:20]([Cl:21])=[CH:19][C:18]([CH2:22][C:23]([O:1][C:2]2([C:9]([O:11][CH2:12][CH3:13])=[O:10])[CH2:8][CH2:7][CH2:6][CH2:5][CH2:4][CH2:3]2)=[O:24])=[C:17]([CH3:26])[CH:16]=1.